This data is from Catalyst prediction with 721,799 reactions and 888 catalyst types from USPTO. The task is: Predict which catalyst facilitates the given reaction. Reactant: Br[C:2]1[CH:7]=[CH:6][C:5]([C@@H:8]([N:10]2[CH2:15][CH2:14][C@:13]([CH2:22][CH2:23][C:24]3[O:25][C:26]([CH3:29])=[N:27][N:28]=3)([C:16]3[CH:21]=[CH:20][CH:19]=[CH:18][CH:17]=3)[O:12][C:11]2=[O:30])[CH3:9])=[CH:4][CH:3]=1.[CH3:31][C:32]1([CH3:48])[C:36]([CH3:38])([CH3:37])[O:35][B:34]([B:34]2[O:35][C:36]([CH3:38])([CH3:37])[C:32]([CH3:48])([CH3:31])[O:33]2)[O:33]1.CC([O-])=O.[K+]. Product: [CH3:29][C:26]1[O:25][C:24]([CH2:23][CH2:22][C@@:13]2([C:16]3[CH:21]=[CH:20][CH:19]=[CH:18][CH:17]=3)[O:12][C:11](=[O:30])[N:10]([C@H:8]([C:5]3[CH:6]=[CH:7][C:2]([B:34]4[O:35][C:36]([CH3:38])([CH3:37])[C:32]([CH3:48])([CH3:31])[O:33]4)=[CH:3][CH:4]=3)[CH3:9])[CH2:15][CH2:14]2)=[N:28][N:27]=1. The catalyst class is: 418.